From a dataset of NCI-60 drug combinations with 297,098 pairs across 59 cell lines. Regression. Given two drug SMILES strings and cell line genomic features, predict the synergy score measuring deviation from expected non-interaction effect. Drug 1: C1=CC(=CC=C1CCC2=CNC3=C2C(=O)NC(=N3)N)C(=O)NC(CCC(=O)O)C(=O)O. Drug 2: CC(C)CN1C=NC2=C1C3=CC=CC=C3N=C2N. Cell line: SW-620. Synergy scores: CSS=33.1, Synergy_ZIP=3.12, Synergy_Bliss=3.12, Synergy_Loewe=-8.07, Synergy_HSA=2.10.